Dataset: Full USPTO retrosynthesis dataset with 1.9M reactions from patents (1976-2016). Task: Predict the reactants needed to synthesize the given product. (1) Given the product [Cl:1][C:2]1[N:3]=[C:4]([N:12]2[CH2:17][CH2:16][O:15][CH2:14][CH2:13]2)[C:5]2[S:10][C:9](/[CH:22]=[CH:21]/[CH2:20][O:19][CH3:18])=[CH:8][C:6]=2[N:7]=1, predict the reactants needed to synthesize it. The reactants are: [Cl:1][C:2]1[N:3]=[C:4]([N:12]2[CH2:17][CH2:16][O:15][CH2:14][CH2:13]2)[C:5]2[S:10][C:9](I)=[CH:8][C:6]=2[N:7]=1.[CH3:18][O:19][CH2:20]/[CH:21]=[CH:22]/B1OC(C)(C)C(C)(C)O1. (2) Given the product [NH2:1][C:2]1[C:7]([C:8]([CH3:9])=[O:10])=[C:6]([C:13]([O:15][CH3:16])=[O:14])[N:5]=[C:4]([C:17]2[CH:22]=[CH:21][C:20]([C:23]([F:26])([F:24])[F:25])=[CH:19][CH:18]=2)[N:3]=1, predict the reactants needed to synthesize it. The reactants are: [NH2:1][C:2]1[C:7]([C:8]([O:10]CC)=[CH2:9])=[C:6]([C:13]([O:15][CH3:16])=[O:14])[N:5]=[C:4]([C:17]2[CH:22]=[CH:21][C:20]([C:23]([F:26])([F:25])[F:24])=[CH:19][CH:18]=2)[N:3]=1.Cl. (3) Given the product [Cl:25][C:19]1[CH:20]=[C:21]([Cl:24])[CH:22]=[CH:23][C:18]=1[N:17]1[C:16]2[CH:15]=[CH:14][CH:13]=[CH:12][C:11]=2[N:10]2[C:6]([CH2:4][OH:3])=[C:7]([C:26]([F:29])([F:28])[F:27])[N:8]=[C:9]12, predict the reactants needed to synthesize it. The reactants are: C([O:3][C:4]([C:6]1[N:10]2[C:11]3[CH:12]=[CH:13][CH:14]=[CH:15][C:16]=3[N:17]([C:18]3[CH:23]=[CH:22][C:21]([Cl:24])=[CH:20][C:19]=3[Cl:25])[C:9]2=[N:8][C:7]=1[C:26]([F:29])([F:28])[F:27])=O)C.C1(C)C=CC=CC=1.CC(C[AlH]CC(C)C)C.CO. (4) Given the product [CH3:21][C:16]([CH3:20])([O:15][C:12]1[CH:13]=[CH:14][C:9]([N:8]2[C:7](=[O:22])[C:6]([CH2:23][C:24]3[CH:29]=[CH:28][C:27]([C:30]4[CH:35]=[CH:34][CH:33]=[CH:32][C:31]=4[C:36]4[NH:40][C:39](=[O:41])[O:38][N:37]=4)=[CH:26][CH:25]=3)=[C:5]([CH2:42][CH2:43][CH3:44])[N:4]=[C:3]2[CH2:1][CH3:2])=[CH:10][CH:11]=1)[C:17](=[O:19])[CH3:18], predict the reactants needed to synthesize it. The reactants are: [CH2:1]([C:3]1[N:8]([C:9]2[CH:14]=[CH:13][C:12]([O:15][C:16]([CH3:21])([CH3:20])[CH:17]([OH:19])[CH3:18])=[CH:11][CH:10]=2)[C:7](=[O:22])[C:6]([CH2:23][C:24]2[CH:29]=[CH:28][C:27]([C:30]3[CH:35]=[CH:34][CH:33]=[CH:32][C:31]=3[C:36]3[NH:40][C:39](=[O:41])[O:38][N:37]=3)=[CH:26][CH:25]=2)=[C:5]([CH2:42][CH2:43][CH3:44])[N:4]=1)[CH3:2].CC(OI1(OC(C)=O)(OC(C)=O)OC(=O)C2C1=CC=CC=2)=O.C(OCC)(=O)C.S([O-])([O-])(=O)=S.[Na+].[Na+]. (5) Given the product [Br:1][C:2]1[CH:3]=[N:4][C:5]([C:8]([OH:10])([CH3:11])[CH3:9])=[N:6][CH:7]=1, predict the reactants needed to synthesize it. The reactants are: [Br:1][C:2]1[CH:3]=[N:4][C:5]([C:8](=[O:10])[CH3:9])=[N:6][CH:7]=1.[CH3:11][Mg]Br. (6) The reactants are: Br[CH2:2][C:3]([C:5]1[CH:10]=[C:9]([C:11]([F:14])([F:13])[F:12])[CH:8]=[C:7]([Cl:15])[CH:6]=1)=[O:4].[CH3:16][O:17][C:18](=[O:24])[CH2:19][CH2:20][C:21]([O-:23])=[O:22].[Na+]. Given the product [C:21]([O:23][CH2:2][C:3]([C:5]1[CH:10]=[C:9]([C:11]([F:14])([F:13])[F:12])[CH:8]=[C:7]([Cl:15])[CH:6]=1)=[O:4])(=[O:22])[CH2:20][CH2:19][C:18]([O:17][CH3:16])=[O:24], predict the reactants needed to synthesize it.